Dataset: NCI-60 drug combinations with 297,098 pairs across 59 cell lines. Task: Regression. Given two drug SMILES strings and cell line genomic features, predict the synergy score measuring deviation from expected non-interaction effect. (1) Drug 1: C1=CN(C(=O)N=C1N)C2C(C(C(O2)CO)O)O.Cl. Drug 2: CCN(CC)CCCC(C)NC1=C2C=C(C=CC2=NC3=C1C=CC(=C3)Cl)OC. Cell line: SK-MEL-5. Synergy scores: CSS=9.09, Synergy_ZIP=-3.76, Synergy_Bliss=3.57, Synergy_Loewe=-5.56, Synergy_HSA=2.96. (2) Drug 1: C1=NC2=C(N=C(N=C2N1C3C(C(C(O3)CO)O)F)Cl)N. Drug 2: C1=CC=C(C=C1)NC(=O)CCCCCCC(=O)NO. Cell line: UACC62. Synergy scores: CSS=42.6, Synergy_ZIP=-2.52, Synergy_Bliss=-2.44, Synergy_Loewe=3.33, Synergy_HSA=4.04.